From a dataset of Forward reaction prediction with 1.9M reactions from USPTO patents (1976-2016). Predict the product of the given reaction. (1) Given the reactants F[C:2]1[C:7]([N:8]2[CH2:13][CH2:12][N:11]([CH3:14])[CH2:10][CH2:9]2)=[CH:6][CH:5]=[C:4]([N+:15]([O-])=O)[C:3]=1[NH2:18].Cl.CON.N1C=[CH:27][CH:26]=[CH:25][CH:24]=1, predict the reaction product. The product is: [CH:14]1([N:11]2[CH2:12][CH2:13][N:8]([C:7]3[CH:2]=[C:3]([NH2:18])[C:4]([NH2:15])=[CH:5][CH:6]=3)[CH2:9][CH2:10]2)[CH2:27][CH2:26][CH2:25][CH2:24]1. (2) The product is: [ClH:66].[NH2:57][CH2:56][C@H:53]1[CH2:54][CH2:55][C@H:50]([C:48]([NH:47][C@H:24]([C:25](=[O:46])[NH:26][C:27]2[CH:28]=[CH:29][C:30]([C:33]3[NH:37][N:36]=[C:35]([C:38]([F:44])([F:45])[C:39]([F:42])([F:43])[CH2:40][OH:41])[N:34]=3)=[CH:31][CH:32]=2)[CH2:23][C:20]2[CH:21]=[CH:22][C:17]([C:14]3[CH:15]=[CH:16][C:11]([C:9]([NH:8][C@H:5]4[CH2:6][CH2:7][C@H:2]([OH:1])[CH2:3][CH2:4]4)=[O:10])=[CH:12][C:13]=3[CH3:65])=[CH:18][CH:19]=2)=[O:49])[CH2:51][CH2:52]1. Given the reactants [OH:1][C@H:2]1[CH2:7][CH2:6][C@H:5]([NH:8][C:9]([C:11]2[CH:16]=[CH:15][C:14]([C:17]3[CH:22]=[CH:21][C:20]([CH2:23][C@H:24]([NH:47][C:48]([C@H:50]4[CH2:55][CH2:54][C@H:53]([CH2:56][NH:57]C(=O)OC(C)(C)C)[CH2:52][CH2:51]4)=[O:49])[C:25](=[O:46])[NH:26][C:27]4[CH:32]=[CH:31][C:30]([C:33]5[NH:37][N:36]=[C:35]([C:38]([F:45])([F:44])[C:39]([F:43])([F:42])[CH2:40][OH:41])[N:34]=5)=[CH:29][CH:28]=4)=[CH:19][CH:18]=3)=[C:13]([CH3:65])[CH:12]=2)=[O:10])[CH2:4][CH2:3]1.[ClH:66].C(#N)C, predict the reaction product. (3) Given the reactants [CH3:1][O:2][C:3]1[CH:4]=[C:5]([CH:8]=[C:9](B2OC(C)(C)C(C)(C)O2)[CH:10]=1)[C:6]#[N:7].[Cl:20][C:21]1[CH:26]=[C:25](Cl)[N:24]=[CH:23][N:22]=1, predict the reaction product. The product is: [Cl:20][C:21]1[N:22]=[CH:23][N:24]=[C:25]([C:9]2[CH:8]=[C:5]([CH:4]=[C:3]([O:2][CH3:1])[CH:10]=2)[C:6]#[N:7])[CH:26]=1.